From a dataset of Catalyst prediction with 721,799 reactions and 888 catalyst types from USPTO. Predict which catalyst facilitates the given reaction. (1) Reactant: [C:1]([O:5][C:6]([N:8]1[CH2:16][C:15]2[C:10](=[CH:11][CH:12]=[CH:13][C:14]=2[NH:17][CH2:18][C:19]([OH:21])=O)[CH2:9]1)=[O:7])([CH3:4])([CH3:3])[CH3:2].Cl.C[N:24]1[CH2:33][CH2:32][C:31]2[C:26](=[C:27]([N+]([O-])=O)[CH:28]=[CH:29][CH:30]=2)[C:25]1=O.[CH3:38][N:39](C(ON1N=NC2C=CC=NC1=2)=[N+](C)C)[CH3:40].F[P-](F)(F)(F)(F)F.CCN(C(C)C)C(C)C.C([O-])(O)=O.[Na+]. Product: [C:1]([O:5][C:6]([N:8]1[CH2:16][C:15]2[C:10](=[CH:11][CH:12]=[CH:13][C:14]=2[NH:17][CH2:18][C:19](=[O:21])[N:24]([CH2:25][C:26]2[CH:27]=[CH:28][CH:29]=[CH:30][CH:31]=2)[CH2:33][CH2:32][N:39]([CH3:40])[CH3:38])[CH2:9]1)=[O:7])([CH3:3])([CH3:2])[CH3:4]. The catalyst class is: 2. (2) Reactant: [Cl:1][C:2]1[CH:7]=[CH:6][C:5]([CH2:8][NH2:9])=[CH:4][CH:3]=1.[OH:10][C@H:11]1[CH2:15][N:14]([C:16](=[O:24])[CH2:17][C:18]2[O:22][N:21]=[C:20]([CH3:23])[CH:19]=2)[C@H:13]([C:25](O)=[O:26])[CH2:12]1.CCN(C(C)C)C(C)C.CN(C(ON1N=NC2C=CC=NC1=2)=[N+](C)C)C.F[P-](F)(F)(F)(F)F. Product: [Cl:1][C:2]1[CH:7]=[CH:6][C:5]([CH2:8][NH:9][C:25]([C@@H:13]2[CH2:12][C@@H:11]([OH:10])[CH2:15][N:14]2[C:16](=[O:24])[CH2:17][C:18]2[O:22][N:21]=[C:20]([CH3:23])[CH:19]=2)=[O:26])=[CH:4][CH:3]=1. The catalyst class is: 3. (3) Reactant: [CH3:1][C:2]1[N:7]=[C:6]([C:8]([OH:10])=O)[C:5]([N:11]2[N:15]=[CH:14][CH:13]=[N:12]2)=[CH:4][CH:3]=1.CCN(C(C)C)C(C)C.CN(C(ON1N=NC2C=CC=CC1=2)=[N+](C)C)C.F[P-](F)(F)(F)(F)F.Cl.[N:50]1[CH:55]=[CH:54][CH:53]=[C:52]([O:56][CH2:57][CH:58]2[CH2:63][CH:62]3[NH:64][CH:59]2[CH2:60][CH2:61]3)[N:51]=1.C([O-])(O)=O.[Na+]. Product: [CH3:1][C:2]1[N:7]=[C:6]([C:8]([N:64]2[CH:62]3[CH2:61][CH2:60][CH:59]2[CH:58]([CH2:57][O:56][C:52]2[N:51]=[N:50][CH:55]=[CH:54][CH:53]=2)[CH2:63]3)=[O:10])[C:5]([N:11]2[N:15]=[CH:14][CH:13]=[N:12]2)=[CH:4][CH:3]=1. The catalyst class is: 3. (4) Reactant: [CH2:1]([O:3][C:4]([N:6]1[C:15]2[C:10](=[CH:11][C:12]([C:16]([F:19])([F:18])[F:17])=[CH:13][CH:14]=2)[C:9]([C:20]([C:26]2[CH:31]=[C:30]([C:32]([F:35])([F:34])[F:33])[CH:29]=[C:28]([C:36]([F:39])([F:38])[F:37])[CH:27]=2)(O)[C:21]([O:23][CH3:24])=[O:22])=[CH:8][C@H:7]1[CH2:40][CH3:41])=[O:5])[CH3:2].C(C1C=C(C)C=C(C(C)(C)C)N=1)(C)(C)C.S(Cl)([Cl:59])=O. Product: [CH2:1]([O:3][C:4]([N:6]1[C:15]2[C:10](=[CH:11][C:12]([C:16]([F:19])([F:18])[F:17])=[CH:13][CH:14]=2)[C:9]([C:20]([C:26]2[CH:31]=[C:30]([C:32]([F:35])([F:34])[F:33])[CH:29]=[C:28]([C:36]([F:39])([F:38])[F:37])[CH:27]=2)([Cl:59])[C:21]([O:23][CH3:24])=[O:22])=[CH:8][CH:7]1[CH2:40][CH3:41])=[O:5])[CH3:2]. The catalyst class is: 373.